From a dataset of NCI-60 drug combinations with 297,098 pairs across 59 cell lines. Regression. Given two drug SMILES strings and cell line genomic features, predict the synergy score measuring deviation from expected non-interaction effect. (1) Drug 1: C1=C(C(=O)NC(=O)N1)F. Drug 2: CCC1=C2N=C(C=C(N2N=C1)NCC3=C[N+](=CC=C3)[O-])N4CCCCC4CCO. Cell line: SK-OV-3. Synergy scores: CSS=30.7, Synergy_ZIP=-1.63, Synergy_Bliss=3.44, Synergy_Loewe=-4.79, Synergy_HSA=0.999. (2) Synergy scores: CSS=29.4, Synergy_ZIP=-9.42, Synergy_Bliss=-12.1, Synergy_Loewe=-21.6, Synergy_HSA=-11.4. Drug 2: C#CCC(CC1=CN=C2C(=N1)C(=NC(=N2)N)N)C3=CC=C(C=C3)C(=O)NC(CCC(=O)O)C(=O)O. Drug 1: CCCCC(=O)OCC(=O)C1(CC(C2=C(C1)C(=C3C(=C2O)C(=O)C4=C(C3=O)C=CC=C4OC)O)OC5CC(C(C(O5)C)O)NC(=O)C(F)(F)F)O. Cell line: HT29. (3) Drug 1: CN(C)N=NC1=C(NC=N1)C(=O)N. Drug 2: C1=NC(=NC(=O)N1C2C(C(C(O2)CO)O)O)N. Cell line: LOX IMVI. Synergy scores: CSS=49.1, Synergy_ZIP=-7.94, Synergy_Bliss=-5.06, Synergy_Loewe=-1.59, Synergy_HSA=-1.20. (4) Drug 1: C1=NC2=C(N1)C(=S)N=C(N2)N. Drug 2: C1C(C(OC1N2C=NC(=NC2=O)N)CO)O. Cell line: SK-OV-3. Synergy scores: CSS=38.7, Synergy_ZIP=-0.234, Synergy_Bliss=-2.17, Synergy_Loewe=-5.51, Synergy_HSA=-2.98. (5) Synergy scores: CSS=29.9, Synergy_ZIP=-1.94, Synergy_Bliss=13.7, Synergy_Loewe=5.34, Synergy_HSA=11.0. Cell line: OVCAR3. Drug 2: CN(C)C1=NC(=NC(=N1)N(C)C)N(C)C. Drug 1: CC(CN1CC(=O)NC(=O)C1)N2CC(=O)NC(=O)C2.